Dataset: Forward reaction prediction with 1.9M reactions from USPTO patents (1976-2016). Task: Predict the product of the given reaction. (1) Given the reactants Cl.[F:2][C:3]1[CH:4]=[C:5]([N:13]2[CH2:18][CH2:17][O:16][CH2:15][CH2:14]2)[CH:6]=[C:7]([F:12])[C:8]=1[N+:9]([O-])=O, predict the reaction product. The product is: [F:12][C:7]1[CH:6]=[C:5]([N:13]2[CH2:14][CH2:15][O:16][CH2:17][CH2:18]2)[CH:4]=[C:3]([F:2])[C:8]=1[NH2:9]. (2) Given the reactants Cl[C:2]1[N:7]=[C:6]([NH:8][C:9]2[CH:18]=[CH:17][CH:16]=[CH:15][C:10]=2[C:11]([NH:13][CH3:14])=[O:12])[C:5]([Cl:19])=[CH:4][N:3]=1.[NH2:20][C:21]1[C:34]([O:35][CH3:36])=[CH:33][C:24]2[N:25]([CH2:31][CH3:32])[C:26](=[O:30])[CH2:27][CH2:28][CH2:29][C:23]=2[CH:22]=1.Cl.COCCO.C(=O)([O-])[O-], predict the reaction product. The product is: [Cl:19][C:5]1[C:6]([NH:8][C:9]2[CH:18]=[CH:17][CH:16]=[CH:15][C:10]=2[C:11]([NH:13][CH3:14])=[O:12])=[N:7][C:2]([NH:20][C:21]2[C:34]([O:35][CH3:36])=[CH:33][C:24]3[N:25]([CH2:31][CH3:32])[C:26](=[O:30])[CH2:27][CH2:28][CH2:29][C:23]=3[CH:22]=2)=[N:3][CH:4]=1. (3) Given the reactants CS(O[CH:6]1[CH2:9][N:8]([C:10]2[S:11][CH:12]=[C:13]([CH2:15][NH:16][C:17]([O:19][CH3:20])=[O:18])[N:14]=2)[CH2:7]1)(=O)=O.[C:21]([O-:24])(=[S:23])[CH3:22].[K+], predict the reaction product. The product is: [C:21]([S:23][CH:6]1[CH2:7][N:8]([C:10]2[S:11][CH:12]=[C:13]([CH2:15][NH:16][C:17]([O:19][CH3:20])=[O:18])[N:14]=2)[CH2:9]1)(=[O:24])[CH3:22]. (4) Given the reactants [OH:1][C:2]1[CH:3]=[C:4]([CH:12]=[CH:13][CH:14]=1)[C:5]([O:7][C:8]([CH3:11])([CH3:10])[CH3:9])=[O:6].C(=O)([O-])[O-].[Cs+].[Cs+].Br[C:22]1[CH:23]=[CH:24][C:25]([N+:28]([O-:30])=[O:29])=[N:26][CH:27]=1, predict the reaction product. The product is: [N+:28]([C:25]1[N:26]=[CH:27][C:22]([O:1][C:2]2[CH:3]=[C:4]([CH:12]=[CH:13][CH:14]=2)[C:5]([O:7][C:8]([CH3:10])([CH3:11])[CH3:9])=[O:6])=[CH:23][CH:24]=1)([O-:30])=[O:29]. (5) Given the reactants [Cl:1]C1C=C2C(=CC=1)NN=C2C#N.[C:13]([C:16]1[C:24]2[C:19](=[CH:20][CH:21]=[C:22](F)[CH:23]=2)[N:18]([CH2:26][C:27]([OH:29])=[O:28])[N:17]=1)(=[O:15])[NH2:14], predict the reaction product. The product is: [C:13]([C:16]1[C:24]2[C:19](=[CH:20][CH:21]=[C:22]([Cl:1])[CH:23]=2)[N:18]([CH2:26][C:27]([OH:29])=[O:28])[N:17]=1)(=[O:15])[NH2:14]. (6) The product is: [CH3:10][O:11][N:12]=[C:7]([C:1]1[CH2:6][CH2:5][CH2:4][CH2:3][CH:2]=1)[CH3:8]. Given the reactants [C:1]1([C:7](=O)[CH3:8])[CH2:6][CH2:5][CH2:4][CH2:3][CH:2]=1.[CH3:10][O:11][NH2:12], predict the reaction product. (7) Given the reactants [F:1][C:2]([F:21])([F:20])/[CH:3]=[CH:4]/[C:5]([N:7]1[CH2:12][CH2:11][N:10]([C:13]2[CH:18]=[C:17]([CH3:19])[CH:16]=[CH:15][N:14]=2)[CH2:9][CH2:8]1)=O.COC1C=CC(P2(SP(C3C=CC(OC)=CC=3)(=S)S2)=[S:31])=CC=1, predict the reaction product. The product is: [F:1][C:2]([F:21])([F:20])/[CH:3]=[CH:4]/[C:5]([N:7]1[CH2:12][CH2:11][N:10]([C:13]2[CH:18]=[C:17]([CH3:19])[CH:16]=[CH:15][N:14]=2)[CH2:9][CH2:8]1)=[S:31].